From a dataset of Reaction yield outcomes from USPTO patents with 853,638 reactions. Predict the reaction yield, written as a fraction of the theoretical maximum amount of product (1.0 means a 100% yield; for example, 0.34 means a 34% yield). (1) The reactants are [SH:1][C:2]1[S:3][C:4]([CH2:8][C:9]([O:11][CH3:12])=[O:10])=[C:5]([CH3:7])[N:6]=1.Cl[CH2:14][C:15]1[CH:16]=[C:17]([CH:32]=[CH:33][CH:34]=1)[O:18][CH2:19][C:20]1[N:21]=[C:22]([C:26]2[CH:31]=[CH:30][CH:29]=[CH:28][CH:27]=2)[O:23][C:24]=1[CH3:25].C(=O)([O-])[O-].[K+].[K+].CN(C)C=O. The catalyst is O. The product is [CH3:7][C:5]1[N:6]=[C:2]([S:1][CH2:14][C:15]2[CH:34]=[CH:33][CH:32]=[C:17]([O:18][CH2:19][C:20]3[N:21]=[C:22]([C:26]4[CH:31]=[CH:30][CH:29]=[CH:28][CH:27]=4)[O:23][C:24]=3[CH3:25])[CH:16]=2)[S:3][C:4]=1[CH2:8][C:9]([O:11][CH3:12])=[O:10]. The yield is 0.720. (2) The reactants are [F:1][C:2]([F:7])([CH2:5][OH:6])[CH2:3][OH:4].FC1C=CC(B(O)O)=CC=1.C([O-])([O-])=O.[K+].[K+].[CH2:24](Br)[C:25]1[CH:30]=[CH:29][CH:28]=[CH:27][CH:26]=1. The catalyst is CN(C=O)C.C(OCC)(=O)C. The product is [CH2:24]([O:4][CH2:3][C:2]([F:7])([F:1])[CH2:5][OH:6])[C:25]1[CH:30]=[CH:29][CH:28]=[CH:27][CH:26]=1. The yield is 0.500. (3) No catalyst specified. The product is [Cl:1][C:2]1[CH:3]=[CH:4][C:5]([OH:9])=[C:6]([NH:7][C:8]([N:12]2[CH2:16][CH2:15][C@H:14]([OH:17])[CH2:13]2)=[O:10])[CH:11]=1. The reactants are [Cl:1][C:2]1[CH:3]=[CH:4][C:5]2[O:9][C:8](=[O:10])[NH:7][C:6]=2[CH:11]=1.[NH:12]1[CH2:16][CH2:15][C@H:14]([OH:17])[CH2:13]1. The yield is 0.880. (4) The catalyst is C(Cl)Cl. The yield is 0.830. The reactants are [C:1](Cl)(=[O:8])[C:2]1[CH:7]=[CH:6][CH:5]=[CH:4][CH:3]=1.C(O)(C(F)(F)F)=O.[NH2:17][C:18]1[CH:19]=[C:20]2[C:25](=[C:26]([C:28]([NH2:30])=[O:29])[CH:27]=1)[N:24]=[CH:23][N:22]=[C:21]2[NH:31][CH2:32][C:33]1[CH:38]=[CH:37][C:36]([Cl:39])=[C:35]([C:40]([F:43])([F:42])[F:41])[CH:34]=1.C(N(CC)CC)C. The product is [C:1]([NH:17][C:18]1[CH:19]=[C:20]2[C:25](=[C:26]([C:28]([NH2:30])=[O:29])[CH:27]=1)[N:24]=[CH:23][N:22]=[C:21]2[NH:31][CH2:32][C:33]1[CH:38]=[CH:37][C:36]([Cl:39])=[C:35]([C:40]([F:42])([F:43])[F:41])[CH:34]=1)(=[O:8])[C:2]1[CH:7]=[CH:6][CH:5]=[CH:4][CH:3]=1. (5) The reactants are [H-].[Na+].[C:3]1([CH:9]([OH:12])[C:10]#[CH:11])[CH:8]=[CH:7][CH:6]=[CH:5][CH:4]=1.Br[CH2:14][C:15]([O:17][CH3:18])=[O:16].CCCCCC. The catalyst is CN(C)C=O. The product is [C:3]1([CH:9]([O:12][CH2:14][C:15]([O:17][CH3:18])=[O:16])[C:10]#[CH:11])[CH:8]=[CH:7][CH:6]=[CH:5][CH:4]=1. The yield is 0.410. (6) The reactants are [Cl:1][C:2]1[N:7]=[C:6]([Cl:8])[CH:5]=[C:4](Cl)[N:3]=1.CC1(C)C(C)(C)OB([C:18]2[CH:19]=[C:20]([C:25]([F:28])([F:27])[F:26])[C:21]([NH2:24])=[N:22][CH:23]=2)O1.C(=O)([O-])[O-].[Cs+].[Cs+]. The catalyst is C(#N)C.O.[Pd](Cl)Cl.C1(P(C2C=CC=CC=2)[C-]2C=CC=C2)C=CC=CC=1.[C-]1(P(C2C=CC=CC=2)C2C=CC=CC=2)C=CC=C1.[Fe+2]. The product is [Cl:1][C:2]1[N:3]=[C:4]([C:18]2[CH:19]=[C:20]([C:25]([F:28])([F:27])[F:26])[C:21]([NH2:24])=[N:22][CH:23]=2)[CH:5]=[C:6]([Cl:8])[N:7]=1. The yield is 0.593. (7) The reactants are C[O-].[Na+].[F:4][C:5]1[CH:10]=[CH:9][C:8]([C:11]2[O:12][C:13]3[CH:23]=[CH:22][C:21]([C:24]4[CH:25]=[C:26]([CH:31]=[CH:32][CH:33]=4)[C:27](OC)=[O:28])=[CH:20][C:14]=3[C:15]=2[C:16](=[O:19])[NH:17][CH3:18])=[CH:7][CH:6]=1.O/[N:35]=[C:36](\[NH2:43])/[C:37]1[CH:42]=[CH:41][CH:40]=[CH:39][CH:38]=1. The catalyst is CCO. The product is [F:4][C:5]1[CH:6]=[CH:7][C:8]([C:11]2[O:12][C:13]3[CH:23]=[CH:22][C:21]([C:24]4[CH:33]=[CH:32][CH:31]=[C:26]([C:27]5[O:28][N:43]=[C:36]([C:37]6[CH:42]=[CH:41][CH:40]=[CH:39][CH:38]=6)[N:35]=5)[CH:25]=4)=[CH:20][C:14]=3[C:15]=2[C:16]([NH:17][CH3:18])=[O:19])=[CH:9][CH:10]=1. The yield is 0.140. (8) No catalyst specified. The yield is 0.910. The reactants are [C:1]([CH2:9][C:10]([C:12]([F:15])([F:14])[F:13])=O)(=O)[C:2]1[CH:7]=[CH:6][CH:5]=[CH:4][CH:3]=1.Cl.[NH2:17][OH:18].[OH-:19].[Na+]. The product is [C:2]1([C:1]2[CH2:9][C:10]([OH:19])([C:12]([F:13])([F:14])[F:15])[O:18][N:17]=2)[CH:7]=[CH:6][CH:5]=[CH:4][CH:3]=1. (9) The reactants are [C:1]([O:5][C:6](=[O:43])[N:7]([C:16]1[CH:21]=[CH:20][C:19]([CH:22]([C:24]2[C:32]3[C:27](=[N:28][CH:29]=[C:30]([Cl:33])[CH:31]=3)[N:26]([S:34]([C:37]3[CH:42]=[CH:41][CH:40]=[CH:39][CH:38]=3)(=[O:36])=[O:35])[CH:25]=2)[OH:23])=[CH:18][N:17]=1)[CH2:8][C:9]1[CH:14]=[CH:13][CH:12]=[CH:11][C:10]=1[F:15])([CH3:4])([CH3:3])[CH3:2].CC(OI1(OC(C)=O)(OC(C)=O)OC(=O)C2C=CC=CC1=2)=O.C(=O)([O-])[O-].[K+].[K+]. The catalyst is ClCCl. The product is [C:1]([O:5][C:6](=[O:43])[N:7]([C:16]1[CH:21]=[CH:20][C:19]([C:22]([C:24]2[C:32]3[C:27](=[N:28][CH:29]=[C:30]([Cl:33])[CH:31]=3)[N:26]([S:34]([C:37]3[CH:42]=[CH:41][CH:40]=[CH:39][CH:38]=3)(=[O:35])=[O:36])[CH:25]=2)=[O:23])=[CH:18][N:17]=1)[CH2:8][C:9]1[CH:14]=[CH:13][CH:12]=[CH:11][C:10]=1[F:15])([CH3:4])([CH3:2])[CH3:3]. The yield is 0.240. (10) The reactants are [CH3:1][C:2]1([CH3:17])[CH2:5][CH:4]([C:6]([C:8]2[CH:16]=[CH:15][C:11]([C:12]([OH:14])=[O:13])=[CH:10][CH:9]=2)=[O:7])[CH2:3]1. The catalyst is C(Cl)Cl. The product is [CH3:1][C:2]1([CH3:17])[CH2:3][CH:4]([C:6]([C:8]2[CH:9]=[CH:10][C:11]([C:12]([O:14][C:2]([CH3:5])([CH3:3])[CH3:1])=[O:13])=[CH:15][CH:16]=2)=[O:7])[CH2:5]1. The yield is 0.570.